Predict the reactants needed to synthesize the given product. From a dataset of Full USPTO retrosynthesis dataset with 1.9M reactions from patents (1976-2016). Given the product [CH3:1][S:2]([C:3]1[N:8]=[CH:7][N:6]=[C:5]([C:9]2[CH:13]3[N:14]=[CH:15][CH:16]=[CH:17][N:12]3[NH:11][C:10]=2[NH2:18])[CH:4]=1)=[O:27], predict the reactants needed to synthesize it. The reactants are: [CH3:1][S:2][C:3]1[N:8]=[CH:7][N:6]=[C:5]([C:9]2[CH:13]3[N:14]=[CH:15][CH:16]=[CH:17][N:12]3[NH:11][C:10]=2[NH2:18])[CH:4]=1.C1C=C(Cl)C=C(C(OO)=[O:27])C=1.